Dataset: Catalyst prediction with 721,799 reactions and 888 catalyst types from USPTO. Task: Predict which catalyst facilitates the given reaction. (1) Reactant: [F:1][C:2]1[CH:8]=[CH:7][C:5]([NH2:6])=[CH:4][CH:3]=1.[CH3:9][N:10]1[CH2:15][CH2:14][N:13]([C:16]2[CH:24]=[CH:23][C:19]([C:20](Cl)=[O:21])=[CH:18][CH:17]=2)[CH2:12][CH2:11]1.C(N(CC)CC)C. Product: [F:1][C:2]1[CH:8]=[CH:7][C:5]([NH:6][C:20](=[O:21])[C:19]2[CH:18]=[CH:17][C:16]([N:13]3[CH2:12][CH2:11][N:10]([CH3:9])[CH2:15][CH2:14]3)=[CH:24][CH:23]=2)=[CH:4][CH:3]=1. The catalyst class is: 4. (2) Reactant: [Br:1][C:2]1[CH:7]=[C:6](F)[C:5]([N+:9]([O-:11])=[O:10])=[CH:4][C:3]=1[C:12]([F:15])([F:14])[F:13].C(N(CC)C(C)C)(C)C.[CH3:25][NH:26][CH:27]([CH3:30])[CH2:28][OH:29].O. Product: [Br:1][C:2]1[C:3]([C:12]([F:15])([F:14])[F:13])=[CH:4][C:5]([N+:9]([O-:11])=[O:10])=[C:6]([N:26]([CH3:25])[CH:27]([CH3:30])[CH2:28][OH:29])[CH:7]=1. The catalyst class is: 3.